Dataset: Full USPTO retrosynthesis dataset with 1.9M reactions from patents (1976-2016). Task: Predict the reactants needed to synthesize the given product. Given the product [NH2:22][CH2:20][C@@H:17]1[CH2:16][CH2:15][C@H:14]([NH:13][C:5]2[N:4]=[C:3]([N:2]([CH3:23])[CH3:1])[C:12]3[C:7](=[CH:8][CH:9]=[CH:10][CH:11]=3)[N:6]=2)[CH2:19][CH2:18]1, predict the reactants needed to synthesize it. The reactants are: [CH3:1][N:2]([CH3:23])[C:3]1[C:12]2[C:7](=[CH:8][CH:9]=[CH:10][CH:11]=2)[N:6]=[C:5]([NH:13][C@@H:14]2[CH2:19][CH2:18][C@H:17]([C:20]([NH2:22])=O)[CH2:16][CH2:15]2)[N:4]=1.Cl.